From a dataset of Catalyst prediction with 721,799 reactions and 888 catalyst types from USPTO. Predict which catalyst facilitates the given reaction. (1) Product: [F:10][C:11]1([F:17])[CH2:14][CH:13]([CH:15]([OH:16])[CH2:21][N+:18]([O-:20])=[O:19])[CH2:12]1. The catalyst class is: 2. Reactant: C(N(C(C)C)CC)(C)C.[F:10][C:11]1([F:17])[CH2:14][CH:13]([CH:15]=[O:16])[CH2:12]1.[N+:18]([CH3:21])([O-:20])=[O:19]. (2) Reactant: [Si:1]([O:8][CH2:9][C:10]#[C:11][C:12]1[CH:13]=[N:14][C:15]([C:18]2[O:26][C:21]3=[CH:22][N:23]=[CH:24][CH:25]=[C:20]3[C:19]=2[OH:27])=[N:16][CH:17]=1)([C:4]([CH3:7])([CH3:6])[CH3:5])([CH3:3])[CH3:2]. Product: [Si:1]([O:8][CH2:9][CH2:10][CH2:11][C:12]1[CH:13]=[N:14][C:15]([C:18]2[O:26][C:21]3=[CH:22][N:23]=[CH:24][CH:25]=[C:20]3[C:19]=2[OH:27])=[N:16][CH:17]=1)([C:4]([CH3:5])([CH3:6])[CH3:7])([CH3:2])[CH3:3]. The catalyst class is: 19. (3) Reactant: [CH2:1]([O:3][C:4]([C:6]1[C:10](C)=[C:9](C2C=CC(Cl)=CC=2)[N:8]([C:19]2[CH:24]=[CH:23][CH:22]=[CH:21][C:20]=2[Cl:25])[N:7]=1)=[O:5])[CH3:2].BrN1C(=[O:32])CCC1=O. Product: [CH2:1]([O:3][C:4]([C:6]1[CH:10]=[C:9]([OH:32])[N:8]([C:19]2[CH:24]=[CH:23][CH:22]=[CH:21][C:20]=2[Cl:25])[N:7]=1)=[O:5])[CH3:2]. The catalyst class is: 53. (4) Reactant: [C:1](=[O:4])([O-])[O-].[K+].[K+].CN(C=O)C.[Cl:12][C:13]1[CH:14]=[CH:15][C:16]([NH:23][C:24](=[O:27])[CH2:25]Cl)=[C:17]([CH:22]=1)[C:18]([O:20][CH3:21])=[O:19].[Br:28][C:29]1[CH:34]=C[CH:32]=[CH:31][C:30]=1O. Product: [Br:28][C:29]1[CH:34]=[C:1]([CH:32]=[CH:31][CH:30]=1)[O:4][CH2:25][C:24]([NH:23][C:16]1[CH:15]=[CH:14][C:13]([Cl:12])=[CH:22][C:17]=1[C:18]([O:20][CH3:21])=[O:19])=[O:27]. The catalyst class is: 84. (5) Reactant: [H-].[Na+].[F:3][C:4]1[CH:13]=[CH:12][CH:11]=[C:10]2[C:5]=1[C:6]([NH:14][C:15]1[CH:16]=[C:17]3[C:21](=[CH:22][CH:23]=1)[NH:20][CH:19]=[CH:18]3)=[N:7][CH:8]=[N:9]2.Cl.[N:25]1[CH:30]=[CH:29][CH:28]=[CH:27][C:26]=1[CH2:31]Cl. Product: [F:3][C:4]1[CH:13]=[CH:12][CH:11]=[C:10]2[C:5]=1[C:6]([NH:14][C:15]1[CH:16]=[C:17]3[C:21](=[CH:22][CH:23]=1)[N:20]([CH2:31][C:26]1[CH:27]=[CH:28][CH:29]=[CH:30][N:25]=1)[CH:19]=[CH:18]3)=[N:7][CH:8]=[N:9]2. The catalyst class is: 3.